From a dataset of Reaction yield outcomes from USPTO patents with 853,638 reactions. Predict the reaction yield, written as a fraction of the theoretical maximum amount of product (1.0 means a 100% yield; for example, 0.34 means a 34% yield). (1) The reactants are C[O:2][C:3]1[CH:4]=[C:5]([C:20]([OH:22])=[O:21])[C:6]2[O:10][C:9]([C:11]3[CH:16]=[CH:15][C:14]([O:17]C)=[CH:13][CH:12]=3)=[CH:8][C:7]=2[CH:19]=1.Cl.N1C=CC=CC=1.Cl. No catalyst specified. The product is [OH:2][C:3]1[CH:4]=[C:5]([C:20]([OH:22])=[O:21])[C:6]2[O:10][C:9]([C:11]3[CH:16]=[CH:15][C:14]([OH:17])=[CH:13][CH:12]=3)=[CH:8][C:7]=2[CH:19]=1. The yield is 0.770. (2) The reactants are [F:1][C:2]1[CH:29]=[C:28]([N+:30]([O-:32])=[O:31])[CH:27]=[CH:26][C:3]=1[O:4][C:5]1[CH:6]=[C:7]2[C:11](=[CH:12][C:13]=1[C:14]1[CH:19]=[CH:18][N:17]=[CH:16][CH:15]=1)[N:10](C1CCCCO1)[N:9]=[CH:8]2.Cl.C([O-])(O)=O.[Na+].CCOC(C)=O. The catalyst is CCO. The product is [F:1][C:2]1[CH:29]=[C:28]([N+:30]([O-:32])=[O:31])[CH:27]=[CH:26][C:3]=1[O:4][C:5]1[CH:6]=[C:7]2[C:11](=[CH:12][C:13]=1[C:14]1[CH:19]=[CH:18][N:17]=[CH:16][CH:15]=1)[NH:10][N:9]=[CH:8]2. The yield is 0.860. (3) The reactants are [CH3:1][O:2][C:3](=[O:12])[C:4]1[C:9]([CH3:10])=[CH:8][CH:7]=[CH:6][C:5]=1[Cl:11].[Br:13]N1C(=O)CCC1=O. The catalyst is C(Cl)(Cl)(Cl)Cl.C(OOC(=O)C1C=CC=CC=1)(=O)C1C=CC=CC=1. The product is [CH3:1][O:2][C:3](=[O:12])[C:4]1[C:5]([Cl:11])=[CH:6][CH:7]=[CH:8][C:9]=1[CH2:10][Br:13]. The yield is 0.970. (4) The reactants are [O:1]1[CH2:5][CH2:4][O:3][CH:2]1[C:6]1[CH:7]=[CH:8][C:9]2[O:13][CH:12]=[CH:11][C:10]=2[CH:14]=1.[CH2:15]([Li])CCC.IC.O. The catalyst is C1COCC1.C(OCC)(=O)C. The product is [CH3:15][C:12]1[O:13][C:9]2[CH:8]=[CH:7][C:6]([CH:2]3[O:3][CH2:4][CH2:5][O:1]3)=[CH:14][C:10]=2[CH:11]=1. The yield is 0.700. (5) The reactants are [C:1]([C:3]1[C:8]([C:9](OC)=[O:10])=[C:7]([NH:13][C:14]2[CH:15]=[C:16]([CH3:20])[CH:17]=[CH:18][CH:19]=2)[N:6]=[C:5]([NH:21][CH:22]2[CH2:27][CH2:26][CH2:25][CH2:24][CH2:23]2)[N:4]=1)#[N:2].C([O-])(O)=O.[Na+]. The catalyst is [Pd].CO.Cl. The product is [CH:22]1([NH:21][C:5]2[N:6]=[C:7]([NH:13][C:14]3[CH:15]=[C:16]([CH3:20])[CH:17]=[CH:18][CH:19]=3)[C:8]3[C:9](=[O:10])[NH:2][CH2:1][C:3]=3[N:4]=2)[CH2:23][CH2:24][CH2:25][CH2:26][CH2:27]1. The yield is 0.690. (6) The reactants are [O:1]1[CH:5]=[CH:4][C:3]([C:6]2[C:11]([OH:12])=[CH:10][CH:9]=[CH:8][N:7]=2)=[CH:2]1.Br[CH2:14][C:15]([O:17][CH3:18])=[O:16].C(=O)([O-])[O-].[Cs+].[Cs+]. The catalyst is C(#N)C. The product is [O:1]1[CH:5]=[CH:4][C:3]([C:6]2[C:11]([O:12][CH2:14][C:15]([O:17][CH3:18])=[O:16])=[CH:10][CH:9]=[CH:8][N:7]=2)=[CH:2]1. The yield is 0.890. (7) The reactants are [OH:1][C:2]1[CH:7]=[CH:6][C:5]([N:8]2[C:13](=[O:14])[C:12]([CH2:15][C:16]3[CH:21]=[CH:20][C:19]([C:22]4[C:23]([C:28]#[N:29])=[CH:24][CH:25]=[CH:26][CH:27]=4)=[CH:18][CH:17]=3)=[C:11]([CH2:30][CH2:31][CH3:32])[N:10]=[C:9]2[CH3:33])=[CH:4][CH:3]=1.[Si:34]([O:41][CH:42]1[CH2:47][CH2:46][CH:45](O)[CH2:44][CH2:43]1)([C:37]([CH3:40])([CH3:39])[CH3:38])([CH3:36])[CH3:35].C1(P(C2C=CC=CC=2)C2C=CC=CC=2)C=CC=CC=1.[N:69]([C:70]([O:72]C(C)C)=[O:71])=[N:69][C:70]([O:72]C(C)C)=[O:71]. The catalyst is O1CCCC1.O.C(OCC)(=O)C. The product is [Si:34]([O:41][CH:42]1[CH2:47][CH2:46][CH:45]([O:1][C:2]2[CH:3]=[CH:4][C:5]([N:8]3[C:13](=[O:14])[C:12]([CH2:15][C:16]4[CH:21]=[CH:20][C:19]([C:22]5[CH:27]=[CH:26][CH:25]=[CH:24][C:23]=5[C:28]5[NH:69][C:70](=[O:71])[O:72][N:29]=5)=[CH:18][CH:17]=4)=[C:11]([CH2:30][CH2:31][CH3:32])[N:10]=[C:9]3[CH3:33])=[CH:6][CH:7]=2)[CH2:44][CH2:43]1)([C:37]([CH3:40])([CH3:39])[CH3:38])([CH3:36])[CH3:35]. The yield is 0.880. (8) The reactants are [CH2:1]([C:8]1[C:9]([NH:21][CH:22]([CH2:26][CH2:27][CH3:28])[C:23](O)=[O:24])=[N:10][CH:11]=[C:12]([C:14]2[CH:19]=[CH:18][C:17]([OH:20])=[CH:16][CH:15]=2)[N:13]=1)[C:2]1[CH:7]=[CH:6][CH:5]=[CH:4][CH:3]=1.N1C=CC=CC=1.C1(N=C=NC2CCCCC2)CCCCC1. The catalyst is C(Cl)Cl. The product is [CH2:1]([C:8]1[NH:13][C:12]([C:14]2[CH:15]=[CH:16][C:17]([OH:20])=[CH:18][CH:19]=2)=[CH:11][N:10]2[C:23](=[O:24])[C:22]([CH2:26][CH2:27][CH3:28])=[N:21][C:9]=12)[C:2]1[CH:3]=[CH:4][CH:5]=[CH:6][CH:7]=1. The yield is 0.860. (9) The reactants are [CH3:1][CH2:2][CH2:3][CH2:4][CH2:5][CH2:6][CH2:7][CH2:8][CH2:9][CH2:10][CH2:11][CH2:12][CH2:13][N+:14]([CH2:17][C:18]1[CH:19]=[CH:20][CH:21]=[CH:22][CH:23]=1)([CH3:16])[CH3:15].[Cl-].[CH3:25][C:26]([N-:28][S:29]([C:32]1[CH:33]=[CH:34][C:35]([NH2:38])=[CH:36][CH:37]=1)(=[O:31])=[O:30])=[O:27].[Na+].C(Cl)(Cl)Cl.CS(C)=O. The catalyst is O. The product is [CH3:1][CH2:2][CH2:3][CH2:4][CH2:5][CH2:6][CH2:7][CH2:8][CH2:9][CH2:10][CH2:11][CH2:12][CH2:13][N+:14]([CH2:17][C:18]1[CH:19]=[CH:20][CH:21]=[CH:22][CH:23]=1)([CH3:16])[CH3:15].[CH3:25][C:26]([NH:28][S:29]([C:32]1[CH:37]=[CH:36][C:35]([NH2:38])=[CH:34][CH:33]=1)(=[O:31])=[O:30])=[O:27]. The yield is 0.770.